From a dataset of Reaction yield outcomes from USPTO patents with 853,638 reactions. Predict the reaction yield, written as a fraction of the theoretical maximum amount of product (1.0 means a 100% yield; for example, 0.34 means a 34% yield). (1) The reactants are C[O:2][C:3]([C:5]1[CH:14]=[C:13]([O:15][CH:16]([C:18](=[O:28])[NH:19][C:20]2[CH:25]=[CH:24][CH:23]=[C:22]([CH2:26][OH:27])[CH:21]=2)[CH3:17])[C:12]2[C:7](=[CH:8][C:9]([Cl:30])=[CH:10][C:11]=2[Cl:29])[CH:6]=1)=[O:4].[Li+].[OH-]. The yield is 0.380. No catalyst specified. The product is [Cl:29][C:11]1[CH:10]=[C:9]([Cl:30])[CH:8]=[C:7]2[C:12]=1[C:13]([O:15][CH:16]([C:18](=[O:28])[NH:19][C:20]1[CH:25]=[CH:24][CH:23]=[C:22]([CH2:26][OH:27])[CH:21]=1)[CH3:17])=[CH:14][C:5]([C:3]([OH:4])=[O:2])=[CH:6]2. (2) The reactants are [NH2:1][C:2]1[C:3]([C:15]([NH2:17])=[O:16])=[CH:4][C:5]2[C:13]3[C:8](=[CH:9][CH:10]=[CH:11][CH:12]=3)[NH:7][C:6]=2[N:14]=1.[CH3:18][C:19]1([O:22][CH2:21]1)[CH3:20].C(=O)([O-])[O-].[Cs+].[Cs+]. The product is [NH2:1][C:2]1[C:3]([C:15]([NH2:17])=[O:16])=[CH:4][C:5]2[C:13]3[C:8](=[CH:9][CH:10]=[CH:11][CH:12]=3)[N:7]([CH2:18][C:19]([OH:22])([CH3:21])[CH3:20])[C:6]=2[N:14]=1. The yield is 0.700. The catalyst is CN(C)C=O. (3) The reactants are [NH2:1][C:2]1[CH:7]=[CH:6][C:5]([N+:8]([O-:10])=[O:9])=[CH:4][C:3]=1[OH:11].[CH:12](OCC)(OCC)OCC.O.C1(C)C=CC(S(O)(=O)=O)=CC=1. No catalyst specified. The product is [N+:8]([C:5]1[CH:6]=[CH:7][C:2]2[N:1]=[CH:12][O:11][C:3]=2[CH:4]=1)([O-:10])=[O:9]. The yield is 0.720. (4) The catalyst is CS(C)=O.O. The yield is 0.600. The product is [Cl:9][C:5]1[N:4]([CH2:12][C:13]2[CH:20]=[C:19]([F:21])[CH:18]=[CH:17][C:14]=2[C:15]#[N:16])[C:3](=[O:10])[N:2]([CH3:1])[C:7](=[O:8])[CH:6]=1. The reactants are [CH3:1][N:2]1[C:7](=[O:8])[CH:6]=[C:5]([Cl:9])[NH:4][C:3]1=[O:10].Br[CH2:12][C:13]1[CH:20]=[C:19]([F:21])[CH:18]=[CH:17][C:14]=1[C:15]#[N:16].C([O-])([O-])=O.[K+].[K+]. (5) The reactants are [CH2:1]([O:8][C:9]1[CH:19]=[C:12]2[N:13]=[C:14]([Cl:18])[CH:15]=[C:16](Cl)[N:11]2[N:10]=1)[C:2]1[CH:7]=[CH:6][CH:5]=[CH:4][CH:3]=1.[NH:20]1[CH2:25][CH2:24][O:23][CH2:22][CH2:21]1. The catalyst is O1CCOCC1. The product is [CH2:1]([O:8][C:9]1[CH:19]=[C:12]2[N:13]=[C:14]([Cl:18])[CH:15]=[C:16]([N:20]3[CH2:25][CH2:24][O:23][CH2:22][CH2:21]3)[N:11]2[N:10]=1)[C:2]1[CH:7]=[CH:6][CH:5]=[CH:4][CH:3]=1. The yield is 0.960. (6) The yield is 0.800. The product is [Br:1][C:2]1[CH:7]=[CH:6][C:5]([CH2:8][C:9]([O:11][CH3:17])=[O:10])=[CH:4][C:3]=1[F:12]. The catalyst is CO. The reactants are [Br:1][C:2]1[CH:7]=[CH:6][C:5]([CH2:8][C:9]([OH:11])=[O:10])=[CH:4][C:3]=1[F:12].O=S(Cl)Cl.[CH3:17]N(C=O)C. (7) The reactants are [CH3:1][C:2]1[N:7]=[C:6]([C:8]2[CH:13]=[CH:12][CH:11]=[C:10]([C:14]3[CH:15]=[C:16]([S:20](Cl)(=[O:22])=[O:21])[CH:17]=[CH:18][CH:19]=3)[N:9]=2)[CH:5]=[C:4]([C:24]2[CH:29]=[CH:28][C:27]([C:30]([F:33])([F:32])[F:31])=[CH:26][CH:25]=2)[CH:3]=1.[OH:34][CH2:35][CH2:36][O:37][CH:38]1[CH2:43][CH2:42][NH:41][CH2:40][CH2:39]1. The catalyst is C1COCC1.CCOC(C)=O. The product is [CH3:1][C:2]1[N:7]=[C:6]([C:8]2[CH:13]=[CH:12][CH:11]=[C:10]([C:14]3[CH:15]=[C:16]([S:20]([N:41]4[CH2:42][CH2:43][CH:38]([O:37][CH2:36][CH2:35][OH:34])[CH2:39][CH2:40]4)(=[O:22])=[O:21])[CH:17]=[CH:18][CH:19]=3)[N:9]=2)[CH:5]=[C:4]([C:24]2[CH:29]=[CH:28][C:27]([C:30]([F:33])([F:32])[F:31])=[CH:26][CH:25]=2)[CH:3]=1. The yield is 0.490.